This data is from Forward reaction prediction with 1.9M reactions from USPTO patents (1976-2016). The task is: Predict the product of the given reaction. (1) Given the reactants [CH3:1][C:2]1[CH:3]=[N:4][N:5]([CH2:7][C:8]2[CH:24]=[CH:23][C:11]([CH2:12][C:13]3[CH:14]=[N:15][CH:16]=[C:17]([CH:22]=3)[C:18]([O:20]C)=[O:19])=[CH:10][CH:9]=2)[CH:6]=1.C1COCC1.CO.[OH-].[Li+], predict the reaction product. The product is: [CH3:1][C:2]1[CH:3]=[N:4][N:5]([CH2:7][C:8]2[CH:9]=[CH:10][C:11]([CH2:12][C:13]3[CH:14]=[N:15][CH:16]=[C:17]([CH:22]=3)[C:18]([OH:20])=[O:19])=[CH:23][CH:24]=2)[CH:6]=1. (2) The product is: [F:1][C@@H:2]1[C@@H:8]([CH2:9][O:10][C:11]([C:13]2[C:14]([CH3:19])=[CH:15][CH:16]=[CH:17][CH:18]=2)=[O:12])[O:7][C@H:4]([O:5][CH3:6])[C@:3]1([CH3:21])[OH:20]. Given the reactants [F:1][C@@H:2]1[C@@H:8]([CH2:9][O:10][C:11]([C:13]2[C:14]([CH3:19])=[CH:15][CH:16]=[CH:17][CH:18]=2)=[O:12])[O:7][C@H:4]([O:5][CH3:6])[C@@H:3]1[OH:20].[CH3:21]C(OI1(OC(C)=O)(OC(C)=O)OC(=O)C2C=CC=CC1=2)=O, predict the reaction product. (3) The product is: [Cl:30][C:3]1[C:2]([C:36]2[CH:35]=[CH:34][CH:33]=[C:32]([F:31])[CH:37]=2)=[CH:7][C:6]([N:8]2[C:17]3[C:12](=[CH:13][C:14]([S:18]([NH:21][C:22]4[CH:26]=[CH:25][O:24][N:23]=4)(=[O:20])=[O:19])=[CH:15][CH:16]=3)[CH:11]=[CH:10][C:9]2=[O:27])=[C:5]([O:28][CH3:29])[CH:4]=1. Given the reactants Br[C:2]1[C:3]([Cl:30])=[CH:4][C:5]([O:28][CH3:29])=[C:6]([N:8]2[C:17]3[C:12](=[CH:13][C:14]([S:18]([NH:21][C:22]4[CH:26]=[CH:25][O:24][N:23]=4)(=[O:20])=[O:19])=[CH:15][CH:16]=3)[CH:11]=[CH:10][C:9]2=[O:27])[CH:7]=1.[F:31][C:32]1[CH:33]=[C:34](B(O)O)[CH:35]=[CH:36][CH:37]=1.C(=O)([O-])[O-].[K+].[K+].[Cl-].[NH4+], predict the reaction product.